The task is: Regression. Given a peptide amino acid sequence and an MHC pseudo amino acid sequence, predict their binding affinity value. This is MHC class II binding data.. This data is from Peptide-MHC class II binding affinity with 134,281 pairs from IEDB. The peptide sequence is WGAIWRIDTPEVLKG. The MHC is HLA-DQA10501-DQB10301 with pseudo-sequence HLA-DQA10501-DQB10301. The binding affinity (normalized) is 0.360.